Dataset: Reaction yield outcomes from USPTO patents with 853,638 reactions. Task: Predict the reaction yield, written as a fraction of the theoretical maximum amount of product (1.0 means a 100% yield; for example, 0.34 means a 34% yield). The reactants are Cl.Cl.[NH2:3][CH:4]1[CH:9]2[CH2:10][CH2:11][N:6]([CH2:7][CH2:8]2)[CH2:5]1.[NH2:12][C:13]1[CH:21]=[CH:20][C:16]([C:17](O)=[O:18])=[CH:15][C:14]=1[I:22].C1C=CC2N(O)N=NC=2C=1.C(Cl)CCl.C(N(CC)C(C)C)(C)C. The catalyst is CN(C=O)C.O. The product is [NH2:12][C:13]1[CH:21]=[CH:20][C:16]([C:17]([NH:3][CH:4]2[CH:9]3[CH2:10][CH2:11][N:6]([CH2:7][CH2:8]3)[CH2:5]2)=[O:18])=[CH:15][C:14]=1[I:22]. The yield is 0.870.